From a dataset of Catalyst prediction with 721,799 reactions and 888 catalyst types from USPTO. Predict which catalyst facilitates the given reaction. (1) Reactant: [CH2:1]([C:3]1[C:4]([OH:37])=[C:5]([CH:26]=[CH:27][C:28]=1[O:29][S:30]([C:33]([F:36])([F:35])[F:34])(=[O:32])=[O:31])[O:6][C:7]1[C:8]([CH3:25])=[CH:9][C:10]([NH:16][C:17](=[O:24])[CH2:18][C:19]([O:21][CH2:22][CH3:23])=[O:20])=[C:11]2[C:15]=1[CH2:14][CH2:13][CH2:12]2)[CH3:2].[F:38][C:39]1[CH:46]=[CH:45][C:42]([CH2:43]O)=[CH:41][CH:40]=1.C1(P(C2C=CC=CC=2)C2C=CC=CC=2)C=CC=CC=1.N(C(OCC)=O)=NC(OCC)=O. Product: [CH2:1]([C:3]1[C:4]([O:37][CH2:43][C:42]2[CH:45]=[CH:46][C:39]([F:38])=[CH:40][CH:41]=2)=[C:5]([CH:26]=[CH:27][C:28]=1[O:29][S:30]([C:33]([F:35])([F:34])[F:36])(=[O:31])=[O:32])[O:6][C:7]1[C:8]([CH3:25])=[CH:9][C:10]([NH:16][C:17](=[O:24])[CH2:18][C:19]([O:21][CH2:22][CH3:23])=[O:20])=[C:11]2[C:15]=1[CH2:14][CH2:13][CH2:12]2)[CH3:2]. The catalyst class is: 7. (2) Reactant: [S:1]1[CH:5]=[C:4]([C:6]2[C:7]([O:14]C)=[N:8][C:9]([O:12]C)=[N:10][CH:11]=2)[CH:3]=[N:2]1.[ClH:16]. Product: [ClH:16].[S:1]1[CH:5]=[C:4]([C:6]2[C:7](=[O:14])[NH:8][C:9](=[O:12])[NH:10][CH:11]=2)[CH:3]=[N:2]1. The catalyst class is: 12.